From a dataset of Catalyst prediction with 721,799 reactions and 888 catalyst types from USPTO. Predict which catalyst facilitates the given reaction. (1) Reactant: Br[C:2]1[CH:10]=[CH:9][C:8]([Br:11])=[CH:7][C:3]=1[C:4]([OH:6])=[O:5].C1(C)C=CC=CC=1.[F:19][C:20]1[C:25]([F:26])=[C:24]([O:27][CH3:28])[CH:23]=[CH:22][C:21]=1[OH:29].C(=O)([O-])[O-].[Cs+].[Cs+]. Product: [Br:11][C:8]1[CH:9]=[CH:10][C:2]([O:29][C:21]2[CH:22]=[CH:23][C:24]([O:27][CH3:28])=[C:25]([F:26])[C:20]=2[F:19])=[C:3]([CH:7]=1)[C:4]([OH:6])=[O:5]. The catalyst class is: 161. (2) Reactant: [F:1][C:2]1[CH:7]=[CH:6][CH:5]=[CH:4][C:3]=1[I:8].[Cl:9][S:10](O)(=[O:12])=[O:11]. Product: [F:1][C:2]1[C:3]([I:8])=[CH:4][C:5]([S:10]([Cl:9])(=[O:12])=[O:11])=[CH:6][CH:7]=1. The catalyst class is: 194. (3) Reactant: [CH:1]([NH:4][C:5]1[CH:13]=[CH:12][C:8]([C:9]([O-:11])=O)=[CH:7][N:6]=1)([CH3:3])[CH3:2].C([NH3+])(C)C.S(Cl)(Cl)=O.[CH3:22][O:23][C:24](=[O:33])[C:25]1[CH:30]=[CH:29][C:28]([Cl:31])=[C:27]([NH2:32])[CH:26]=1.N1C=CC=CC=1. Product: [CH3:22][O:23][C:24](=[O:33])[C:25]1[CH:30]=[CH:29][C:28]([Cl:31])=[C:27]([NH:32][C:9]([C:8]2[CH:7]=[N:6][C:5]([NH:4][CH:1]([CH3:2])[CH3:3])=[CH:13][CH:12]=2)=[O:11])[CH:26]=1. The catalyst class is: 2. (4) Reactant: [CH3:1][C:2]1([CH3:16])[CH2:7][NH:6][CH2:5][C:4]2[CH:8]=[C:9]([C:11]([O:13][CH2:14][CH3:15])=[O:12])[S:10][C:3]1=2.CCN(C(C)C)C(C)C.[N+:26]([C:29]1[CH:34]=[CH:33][CH:32]=[CH:31][C:30]=1[S:35](Cl)(=[O:37])=[O:36])([O-:28])=[O:27]. Product: [CH3:1][C:2]1([CH3:16])[CH2:7][N:6]([S:35]([C:30]2[CH:31]=[CH:32][CH:33]=[CH:34][C:29]=2[N+:26]([O-:28])=[O:27])(=[O:36])=[O:37])[CH2:5][C:4]2[CH:8]=[C:9]([C:11]([O:13][CH2:14][CH3:15])=[O:12])[S:10][C:3]1=2. The catalyst class is: 2.